Dataset: Catalyst prediction with 721,799 reactions and 888 catalyst types from USPTO. Task: Predict which catalyst facilitates the given reaction. (1) Reactant: [F:1][C:2]1[CH:27]=[CH:26][CH:25]=[C:24]([F:28])[C:3]=1[C:4]([NH:6][C:7]1[CH:8]=[N:9][C:10]([N:13]2[C:17]([C:18]([F:21])([F:20])[F:19])=[CH:16][C:15](C=O)=[N:14]2)=[CH:11][CH:12]=1)=[O:5].[C:29](=[O:32])([O-])[O-:30].[Cs+].[Cs+].FC1C=CC=C(F)[C:37]=1[C:38]([NH2:40])=O.[CH3:46]C1(C)C2C(=C(P(C3C=CC=CC=3)C3C=CC=CC=3)C=CC=2)OC2C(P(C3C=CC=CC=3)C3C=CC=CC=3)=CC=CC1=2.[O:88]1[CH2:93][CH2:92]OCC1. Product: [F:28][C:24]1[CH:25]=[CH:26][CH:27]=[C:2]([F:1])[C:3]=1[C:4]([NH:6][C:7]1[CH:12]=[CH:11][C:10]([N:13]2[C:17]([C:18]([F:20])([F:19])[F:21])=[CH:16][C:15]([C:38]3[CH2:37][C:93]([CH3:92])([C:29]([O:30][CH3:46])=[O:32])[O:88][N:40]=3)=[N:14]2)=[N:9][CH:8]=1)=[O:5]. The catalyst class is: 167. (2) Reactant: [CH3:1][N:2]([C:16]([C:18]1[CH:23]=[CH:22][CH:21]=[CH:20][CH:19]=1)=[O:17])[CH:3]1[CH2:8][CH2:7][N:6](C(OC(C)(C)C)=O)[CH2:5][CH2:4]1.C(O)(C(F)(F)F)=O. Product: [CH3:1][N:2]([CH:3]1[CH2:8][CH2:7][NH:6][CH2:5][CH2:4]1)[C:16](=[O:17])[C:18]1[CH:23]=[CH:22][CH:21]=[CH:20][CH:19]=1. The catalyst class is: 2. (3) Reactant: [CH3:1][C:2]1([CH3:38])[CH2:6][CH:5]([CH2:7][N:8]2[C:16]3[C:11](=[CH:12][C:13]([C:17]4[CH:18]=[N:19][N:20](C5CCCCO5)[CH:21]=4)=[CH:14][CH:15]=3)[CH:10]=[N:9]2)[CH2:4][N:3]1[C:28](=[O:37])[CH2:29][CH2:30][C:31]1[CH:36]=[CH:35][CH:34]=[CH:33][CH:32]=1.C1(C)C=CC(S(O)(=O)=O)=CC=1.C(=O)(O)[O-].[Na+]. Product: [NH:19]1[CH:18]=[C:17]([C:13]2[CH:12]=[C:11]3[C:16](=[CH:15][CH:14]=2)[N:8]([CH2:7][CH:5]2[CH2:4][N:3]([C:28](=[O:37])[CH2:29][CH2:30][C:31]4[CH:32]=[CH:33][CH:34]=[CH:35][CH:36]=4)[C:2]([CH3:38])([CH3:1])[CH2:6]2)[N:9]=[CH:10]3)[CH:21]=[N:20]1. The catalyst class is: 138. (4) Reactant: COC1C=CC(C[N:8](CC2C=CC(OC)=CC=2)[C:9]2[CH:10]=[CH:11][C:12]3[C:17]([NH:18][C:19]4[C:24]([C:25]([NH:27][CH3:28])=[O:26])=[CH:23][N:22]=[CH:21][CH:20]=4)=[N:16][C:15]([C:29]4[CH:34]=[C:33]([Cl:35])[CH:32]=[CH:31][C:30]=4[F:36])=[N:14][C:13]=3[N:37]=2)=CC=1. Product: [NH2:8][C:9]1[CH:10]=[CH:11][C:12]2[C:17]([NH:18][C:19]3[C:24]([C:25]([NH:27][CH3:28])=[O:26])=[CH:23][N:22]=[CH:21][CH:20]=3)=[N:16][C:15]([C:29]3[CH:34]=[C:33]([Cl:35])[CH:32]=[CH:31][C:30]=3[F:36])=[N:14][C:13]=2[N:37]=1. The catalyst class is: 55. (5) Reactant: [OH:1][C:2]1[CH:19]=[C:18]2[C:5]([C@@:6]3([CH3:25])[C@H:15]([CH2:16][S:17]2(=[O:21])=[O:20])[C@:14]2([CH3:22])[C@H:9]([C:10]([CH3:24])([CH3:23])[CH2:11][CH2:12][CH2:13]2)[CH2:8][CH2:7]3)=[C:4]([C:26]([OH:28])=O)[CH:3]=1.CN(C(ON1N=NC2C=CC=NC1=2)=[N+](C)C)C.F[P-](F)(F)(F)(F)F.CN1CCOCC1.[CH3:60][N:61]1[CH2:66][CH2:65][NH:64][CH2:63][CH2:62]1. Product: [OH:1][C:2]1[CH:19]=[C:18]2[C:5]([C@@:6]3([CH3:25])[C@H:15]([CH2:16][S:17]2(=[O:21])=[O:20])[C@:14]2([CH3:22])[C@H:9]([C:10]([CH3:24])([CH3:23])[CH2:11][CH2:12][CH2:13]2)[CH2:8][CH2:7]3)=[C:4]([C:26]([N:64]2[CH2:65][CH2:66][N:61]([CH3:60])[CH2:62][CH2:63]2)=[O:28])[CH:3]=1. The catalyst class is: 118. (6) Reactant: [Cl:1][C:2]1[N:3]=[CH:4][NH:5][CH:6]=1.Cl[C:8]1[CH:13]=[CH:12][C:11]([N+:14]([O-:16])=[O:15])=[CH:10][N:9]=1.C(=O)([O-])[O-].[K+].[K+].C(#N)C. Product: [Cl:1][C:2]1[N:3]=[CH:4][N:5]([C:8]2[CH:13]=[CH:12][C:11]([N+:14]([O-:16])=[O:15])=[CH:10][N:9]=2)[CH:6]=1. The catalyst class is: 6. (7) Reactant: [N+:1]([CH2:3][C:4]([O:6][CH2:7][CH3:8])=[O:5])#[C-:2].[CH2:9]1[CH2:19][CH2:18]N2C(=NCCC2)C[CH2:10]1.[CH:20](=[O:22])[CH3:21].C(O)(=[O:25])C. Product: [CH2:7]([O:6][C:4]([C:3]1[NH:1][CH:2]=[C:9]([C:10]([O:22][CH2:20][CH3:21])=[O:25])[C:19]=1[CH3:18])=[O:5])[CH3:8]. The catalyst class is: 1. (8) Reactant: [F:1][C:2]1[CH:21]=[CH:20][C:5]2[C:6]([C:9]3[CH:14]=[CH:13][C:12]([O:15][CH2:16][C@@H:17]4[CH2:19][O:18]4)=[CH:11][CH:10]=3)=[N:7][O:8][C:4]=2[CH:3]=1.[NH:22]1[CH2:27][CH2:26][O:25][CH2:24][CH2:23]1. Product: [F:1][C:2]1[CH:21]=[CH:20][C:5]2[C:6]([C:9]3[CH:10]=[CH:11][C:12]([O:15][CH2:16][C@@H:17]([OH:18])[CH2:19][N:22]4[CH2:27][CH2:26][O:25][CH2:24][CH2:23]4)=[CH:13][CH:14]=3)=[N:7][O:8][C:4]=2[CH:3]=1. The catalyst class is: 737. (9) Reactant: [H-].[Al+3].[Li+].[H-].[H-].[H-].[S:7]1[CH:11]=[CH:10][C:9]2[C:12]([N:16]3[CH2:21][CH2:20][N:19]([CH2:22][CH2:23][C:24](OCC)=[O:25])[CH2:18][CH2:17]3)=[CH:13][CH:14]=[CH:15][C:8]1=2.O1CCCC1.[OH-].[Na+]. Product: [S:7]1[CH:11]=[CH:10][C:9]2[C:12]([N:16]3[CH2:17][CH2:18][N:19]([CH2:22][CH2:23][CH2:24][OH:25])[CH2:20][CH2:21]3)=[CH:13][CH:14]=[CH:15][C:8]1=2. The catalyst class is: 6.